Task: Predict the product of the given reaction.. Dataset: Forward reaction prediction with 1.9M reactions from USPTO patents (1976-2016) (1) Given the reactants C(O[C:4]([C:6]1([CH2:12][CH2:13]OC)[CH2:11][CH2:10][NH:9][CH2:8][CH2:7]1)=[O:5])C.[CH3:16][CH:17]([CH3:23])[CH2:18][S:19](Cl)(=[O:21])=[O:20].[CH:24]1([O:29][C:30]2[CH:36]=[CH:35][C:33]([NH2:34])=[CH:32][CH:31]=2)[CH2:28][CH2:27][CH2:26][CH2:25]1, predict the reaction product. The product is: [CH:24]1([O:29][C:30]2[CH:31]=[CH:32][C:33]([N:34]3[CH2:13][CH2:12][C:6]4([CH2:7][CH2:8][N:9]([S:19]([CH2:18][CH:17]([CH3:23])[CH3:16])(=[O:21])=[O:20])[CH2:10][CH2:11]4)[C:4]3=[O:5])=[CH:35][CH:36]=2)[CH2:28][CH2:27][CH2:26][CH2:25]1. (2) Given the reactants [Br:1][C:2]1[CH:3]=[C:4]([OH:9])[CH:5]=[C:6]([CH3:8])[CH:7]=1.C([O-])([O-])=O.[K+].[K+].Cl[C:17]1[CH:22]=[CH:21][C:20]([C:23]([F:26])([F:25])[F:24])=[CH:19][N:18]=1, predict the reaction product. The product is: [Br:1][C:2]1[CH:3]=[C:4]([CH:5]=[C:6]([CH3:8])[CH:7]=1)[O:9][C:17]1[CH:22]=[CH:21][C:20]([C:23]([F:26])([F:25])[F:24])=[CH:19][N:18]=1. (3) Given the reactants [CH2:1]([O:3][C:4](=[O:46])[NH:5][C@@H:6]1[CH2:11][CH2:10][N:9]([C:12]2[CH:17]=[C:16]([C:18]#[N:19])[CH:15]=[C:14]([NH:20][C:21]3[N:26]=[C:25]([N:27](CC)[CH2:28][C:29]4C=CC(OC)=CC=4)[C:24]4=[N:39][CH:40]=[C:41]([C:42]#[N:43])[N:23]4[N:22]=3)[C:13]=2[Cl:44])[CH2:8][C@H:7]1[OH:45])[CH3:2].C1(OC)C=CC=CC=1.C(O)(C(F)(F)F)=O, predict the reaction product. The product is: [CH2:1]([O:3][C:4](=[O:46])[NH:5][C@@H:6]1[CH2:11][CH2:10][N:9]([C:12]2[CH:17]=[C:16]([C:18]#[N:19])[CH:15]=[C:14]([NH:20][C:21]3[N:26]=[C:25]([NH:27][CH2:28][CH3:29])[C:24]4=[N:39][CH:40]=[C:41]([C:42]#[N:43])[N:23]4[N:22]=3)[C:13]=2[Cl:44])[CH2:8][C@H:7]1[OH:45])[CH3:2]. (4) Given the reactants C1(C(C2C=CC=CC=2)[N:8]2[C:16]3[C:11](=[C:12]([C:17]4[CH:22]=[CH:21][C:20]([O:23][C:24]5[CH:29]=[CH:28][CH:27]=[CH:26][CH:25]=5)=[CH:19][CH:18]=4)[CH:13]=[CH:14][CH:15]=3)[C:10]3([C:41]4[C:32](=[CH:33][C:34]5[O:39][CH2:38][CH2:37][O:36][C:35]=5[CH:40]=4)[O:31][CH2:30]3)[C:9]2=[O:42])C=CC=CC=1.C1(C(C2C=CC=CC=2)N2C3C(=CC=CC=3)C3(C4C=C(C)C(OC)=CC=4OC3)C2=O)C=CC=CC=1, predict the reaction product. The product is: [O:23]([C:20]1[CH:21]=[CH:22][C:17]([C:12]2[CH:13]=[CH:14][CH:15]=[C:16]3[C:11]=2[C:10]2([C:41]4[C:32](=[CH:33][C:34]5[O:39][CH2:38][CH2:37][O:36][C:35]=5[CH:40]=4)[O:31][CH2:30]2)[C:9](=[O:42])[NH:8]3)=[CH:18][CH:19]=1)[C:24]1[CH:29]=[CH:28][CH:27]=[CH:26][CH:25]=1. (5) Given the reactants [F:1][C:2]1[C:7]([S:8]([NH2:11])(=[O:10])=[O:9])=[C:6]([F:12])[C:5]([F:13])=[C:4](F)[C:3]=1[F:15].[NH:16]1[CH2:21][CH2:20][O:19][CH2:18][CH2:17]1, predict the reaction product. The product is: [F:12][C:6]1[C:5]([F:13])=[C:4]([N:16]2[CH2:21][CH2:20][O:19][CH2:18][CH2:17]2)[C:3]([F:15])=[C:2]([F:1])[C:7]=1[S:8]([NH2:11])(=[O:9])=[O:10]. (6) Given the reactants [CH2:1]1[C:7]2=[C:8]3[C:12](=[CH:13][CH:14]=[C:6]2[O:5][CH2:4][CH2:3][N:2]1C(OC(C)(C)C)=O)[NH:11][CH:10]=[CH:9]3.[H-].[Na+].[Cl:24][C:25]1[CH:30]=[CH:29][CH:28]=[CH:27][C:26]=1[S:31](Cl)(=[O:33])=[O:32].[C:35]([OH:41])([C:37]([F:40])([F:39])[F:38])=[O:36], predict the reaction product. The product is: [F:38][C:37]([F:40])([F:39])[C:35]([OH:41])=[O:36].[Cl:24][C:25]1[CH:30]=[CH:29][CH:28]=[CH:27][C:26]=1[S:31]([N:11]1[C:12]2[C:8](=[C:7]3[CH2:1][NH:2][CH2:3][CH2:4][O:5][C:6]3=[CH:14][CH:13]=2)[CH:9]=[CH:10]1)(=[O:33])=[O:32].